Dataset: Reaction yield outcomes from USPTO patents with 853,638 reactions. Task: Predict the reaction yield, written as a fraction of the theoretical maximum amount of product (1.0 means a 100% yield; for example, 0.34 means a 34% yield). The reactants are C(N(CC)CC)C.[CH2:8]([OH:16])[CH2:9][CH2:10][CH2:11][CH2:12][CH2:13][CH2:14][CH3:15].[CH3:17][S:18](Cl)(=[O:20])=[O:19]. The catalyst is ClCCl. The product is [CH3:17][S:18]([C:8](=[O:16])[CH2:9][CH2:10][CH2:11][CH2:12][CH2:13][CH2:14][CH3:15])(=[O:20])=[O:19]. The yield is 0.970.